Predict the reactants needed to synthesize the given product. From a dataset of Full USPTO retrosynthesis dataset with 1.9M reactions from patents (1976-2016). (1) Given the product [CH2:9]([O:8][C:6]([C:5]1[CH:4]=[CH:3][C:2]([O:1][CH:14]2[CH2:19][CH2:18][N:17]([C:20]([O:22][C:23]([CH3:26])([CH3:25])[CH3:24])=[O:21])[CH2:16][CH2:15]2)=[CH:12][CH:11]=1)=[O:7])[CH3:10], predict the reactants needed to synthesize it. The reactants are: [OH:1][C:2]1[CH:12]=[CH:11][C:5]([C:6]([O:8][CH2:9][CH3:10])=[O:7])=[CH:4][CH:3]=1.O[CH:14]1[CH2:19][CH2:18][N:17]([C:20]([O:22][C:23]([CH3:26])([CH3:25])[CH3:24])=[O:21])[CH2:16][CH2:15]1.C1(P(C2C=CC=CC=2)C2C=CC=CC=2)C=CC=CC=1.N(C(OC(C)C)=O)=NC(OC(C)C)=O. (2) Given the product [ClH:1].[CH2:3]1[C:4]2[C:21]3[CH:20]=[C:16]([C:17]([OH:19])=[O:18])[CH:15]=[CH:14][C:13]=3[NH:11][C:5]=2[CH2:6][CH2:7][NH:2]1, predict the reactants needed to synthesize it. The reactants are: [ClH:1].[NH:2]1[CH2:7][CH2:6][C:5](=O)[CH2:4][CH2:3]1.Cl.Cl.[NH:11]([C:13]1[CH:21]=[CH:20][C:16]([C:17]([OH:19])=[O:18])=[CH:15][CH:14]=1)N. (3) Given the product [CH3:1][N:2]1[C@@H:19]2[CH2:20][C:7]3[CH:8]=[CH:9][C:10]([O:22][CH3:23])=[C:11]4[O:12][C@H:13]5[C:14]([CH2:16][CH2:17][C@:18]2([OH:21])[C@:5]5([C:6]=34)[CH2:4][CH2:3]1)=[O:15], predict the reactants needed to synthesize it. The reactants are: [CH3:1][N:2]1[C@@H:19]2[CH2:20][C:7]3[CH:8]=[CH:9][C:10]([O:22][CH3:23])=[C:11]4[O:12][C@H:13]5[C:14]([CH2:16][CH2:17][C@:18]2([OH:21])[C@:5]5([C:6]=34)[CH2:4][CH2:3]1)=[O:15].Cl.C(=O)([O-])O.[Na+]. (4) Given the product [N:26]1([CH2:2][C:3]([NH:5][C:6]2[CH:25]=[CH:24][C:9]3[N:10]=[C:11]([NH:14][C@H:15]4[C:23]5[C:18](=[CH:19][CH:20]=[CH:21][CH:22]=5)[CH2:17][CH2:16]4)[O:12][CH2:13][C:8]=3[CH:7]=2)=[O:4])[CH:30]=[CH:29][N:28]=[CH:27]1, predict the reactants needed to synthesize it. The reactants are: Cl[CH2:2][C:3]([NH:5][C:6]1[CH:25]=[CH:24][C:9]2[N:10]=[C:11]([NH:14][C@H:15]3[C:23]4[C:18](=[CH:19][CH:20]=[CH:21][CH:22]=4)[CH2:17][CH2:16]3)[O:12][CH2:13][C:8]=2[CH:7]=1)=[O:4].[NH:26]1[CH:30]=[CH:29][N:28]=[CH:27]1. (5) The reactants are: [CH2:1]([O:3][C:4]1[CH:9]=[CH:8][C:7]([S:10]([N:13]([CH:21]([CH3:26])[C:22](OC)=[O:23])[C:14]2[CH:19]=[CH:18][C:17]([CH3:20])=[CH:16][CH:15]=2)(=[O:12])=[O:11])=[CH:6][CH:5]=1)[CH3:2].O.[NH2:28][NH2:29]. Given the product [CH2:1]([O:3][C:4]1[CH:9]=[CH:8][C:7]([S:10]([N:13]([CH:21]([CH3:26])[C:22]([NH:28][NH2:29])=[O:23])[C:14]2[CH:19]=[CH:18][C:17]([CH3:20])=[CH:16][CH:15]=2)(=[O:12])=[O:11])=[CH:6][CH:5]=1)[CH3:2], predict the reactants needed to synthesize it. (6) Given the product [Br:1][C:2]1[CH:14]=[CH:13][C:12]2[C:9](=[O:11])[CH2:8][CH2:7][CH2:6][O:5][C:4]=2[CH:3]=1, predict the reactants needed to synthesize it. The reactants are: [Br:1][C:2]1[CH:3]=[C:4]([CH:12]=[CH:13][CH:14]=1)[O:5][CH2:6][CH2:7][CH2:8][C:9]([OH:11])=O.